This data is from Aqueous solubility values for 9,982 compounds from the AqSolDB database. The task is: Regression/Classification. Given a drug SMILES string, predict its absorption, distribution, metabolism, or excretion properties. Task type varies by dataset: regression for continuous measurements (e.g., permeability, clearance, half-life) or binary classification for categorical outcomes (e.g., BBB penetration, CYP inhibition). For this dataset (solubility_aqsoldb), we predict Y. The drug is CC(=O)CCC1=C(C)CCCC1(C)C. The Y is -3.66 log mol/L.